Dataset: Reaction yield outcomes from USPTO patents with 853,638 reactions. Task: Predict the reaction yield, written as a fraction of the theoretical maximum amount of product (1.0 means a 100% yield; for example, 0.34 means a 34% yield). The reactants are C(OC([NH:8][CH2:9][CH:10]1[CH2:15][CH2:14][N:13]([CH2:16][C:17]2([C:21]([OH:23])=[O:22])[CH2:20][CH2:19][CH2:18]2)[CH2:12][CH2:11]1)=O)(C)(C)C.O.[C:25]1([CH3:35])[CH:30]=[CH:29][C:28]([S:31]([OH:34])(=[O:33])=[O:32])=[CH:27][CH:26]=1.C(N(CC)CC)C. The catalyst is O1CCCC1. The product is [CH3:35][C:25]1[CH:26]=[CH:27][C:28]([S:31]([OH:34])(=[O:33])=[O:32])=[CH:29][CH:30]=1.[NH2:8][CH2:9][CH:10]1[CH2:15][CH2:14][N:13]([CH2:16][C:17]2([C:21]([OH:23])=[O:22])[CH2:20][CH2:19][CH2:18]2)[CH2:12][CH2:11]1. The yield is 0.960.